This data is from Catalyst prediction with 721,799 reactions and 888 catalyst types from USPTO. The task is: Predict which catalyst facilitates the given reaction. (1) Reactant: [OH:1][NH:2][C:3]([C:5]1[CH:10]=[CH:9][C:8](/[CH:11]=[C:12](\[CH2:27][O:28][C:29]2[C:38]3[C:33](=[CH:34][CH:35]=[CH:36][CH:37]=3)[CH:32]=[CH:31][CH:30]=2)/[CH2:13][NH:14][CH:15]2[CH2:19][CH2:18][N:17](C(OC(C)(C)C)=O)[CH2:16]2)=[CH:7][CH:6]=1)=[O:4].FC(F)(F)C(O)=O. Product: [OH:1][NH:2][C:3](=[O:4])[C:5]1[CH:10]=[CH:9][C:8](/[CH:11]=[C:12](/[CH2:13][NH:14][CH:15]2[CH2:19][CH2:18][NH:17][CH2:16]2)\[CH2:27][O:28][C:29]2[C:38]3[C:33](=[CH:34][CH:35]=[CH:36][CH:37]=3)[CH:32]=[CH:31][CH:30]=2)=[CH:7][CH:6]=1. The catalyst class is: 4. (2) Reactant: Cl[C:2]1[C:7]([CH:8]=[O:9])=[C:6]([N:10]2[CH2:22][CH2:21][C:20]3[N:19]4[C:14]([CH2:15][CH2:16][CH2:17][CH2:18]4)=[C:13]([F:23])[C:12]=3[C:11]2=[O:24])[N:5]=[CH:4][CH:3]=1.[CH3:25][N:26]1[CH:31]=[C:30](B2OC(C)(C)C(C)(C)O2)[CH:29]=[C:28]([NH:41][C:42]2[CH:47]=[CH:46][C:45]([N:48]3[CH2:53][CH2:52][N:51]([CH:54]4[CH2:57][O:56][CH2:55]4)[CH2:50][C@@H:49]3[CH3:58])=[CH:44][N:43]=2)[C:27]1=[O:59].C([O-])(=O)C.[K+].[O-]P([O-])([O-])=O.[K+].[K+].[K+]. Product: [F:23][C:13]1[C:12]2[C:11](=[O:24])[N:10]([C:6]3[C:7]([CH:8]=[O:9])=[C:2]([C:30]4[CH:29]=[C:28]([NH:41][C:42]5[CH:47]=[CH:46][C:45]([N:48]6[CH2:53][CH2:52][N:51]([CH:54]7[CH2:55][O:56][CH2:57]7)[CH2:50][C@@H:49]6[CH3:58])=[CH:44][N:43]=5)[C:27](=[O:59])[N:26]([CH3:25])[CH:31]=4)[CH:3]=[CH:4][N:5]=3)[CH2:22][CH2:21][C:20]=2[N:19]2[C:14]=1[CH2:15][CH2:16][CH2:17][CH2:18]2. The catalyst class is: 712. (3) Reactant: [CH3:1][S:2][C:3]1[CH:8]=[CH:7][CH:6]=[CH:5][C:4]=1B(O)O.[Cl:12][C:13]1[CH:14]=[C:15](I)[C:16]([NH2:19])=[N:17][CH:18]=1.C(=O)([O-])[O-].[Na+].[Na+]. Product: [Cl:12][C:13]1[CH:14]=[C:15]([C:4]2[CH:5]=[CH:6][CH:7]=[CH:8][C:3]=2[S:2][CH3:1])[C:16]([NH2:19])=[N:17][CH:18]=1. The catalyst class is: 206. (4) Reactant: [C:1]1([C@@H:7]2[CH2:11][O:10][C:9](=[O:12])[NH:8]2)[CH:6]=[CH:5][CH:4]=[CH:3][CH:2]=1.[CH2:13]([Li])[CH2:14][CH2:15][CH3:16].[NH4+].[Cl-].[OH2:20].[CH2:21]1[CH2:25][O:24][CH2:23][CH2:22]1. Product: [CH:15]1([CH2:16][O:20][C:13]2[CH:14]=[C:15](/[CH:16]=[C:7](\[CH3:1])/[C:11]([N:8]3[C@H:7]([C:1]4[CH:2]=[CH:3][CH:4]=[CH:5][CH:6]=4)[CH2:11][O:10][C:9]3=[O:12])=[O:10])[CH:22]=[CH:21][C:25]=2[O:24][CH3:23])[CH2:13][CH2:14]1. The catalyst class is: 22.